Dataset: Catalyst prediction with 721,799 reactions and 888 catalyst types from USPTO. Task: Predict which catalyst facilitates the given reaction. (1) Reactant: [CH3:1][C@@H:2]1[O:7][C:6]2[N:8]=[CH:9][C:10]([NH:12][C:13](=[O:19])[O:14][C:15]([CH3:18])([CH3:17])[CH3:16])=[CH:11][C:5]=2[NH:4][C:3]1=O.[H-].[Al+3].[Li+].[H-].[H-].[H-]. Product: [CH3:1][C@@H:2]1[O:7][C:6]2[N:8]=[CH:9][C:10]([NH:12][C:13](=[O:19])[O:14][C:15]([CH3:18])([CH3:17])[CH3:16])=[CH:11][C:5]=2[NH:4][CH2:3]1. The catalyst class is: 7. (2) Reactant: [F:1][C:2]([F:42])([F:41])[CH2:3][NH:4][C:5]([NH:7][C:8]1[CH:9]=[C:10]([C:14]2[N:18]3[N:19]=[CH:20][C:21]([C:23]4[CH:24]=[N:25][N:26]([CH:28]5[CH2:33][CH2:32][N:31](C(OC(C)(C)C)=O)[CH2:30][CH2:29]5)[CH:27]=4)=[CH:22][C:17]3=[N:16][CH:15]=2)[CH:11]=[CH:12][CH:13]=1)=[O:6].Cl.C[O-].[Na+]. Product: [NH:31]1[CH2:32][CH2:33][CH:28]([N:26]2[CH:27]=[C:23]([C:21]3[CH:20]=[N:19][N:18]4[C:14]([C:10]5[CH:9]=[C:8]([NH:7][C:5]([NH:4][CH2:3][C:2]([F:41])([F:1])[F:42])=[O:6])[CH:13]=[CH:12][CH:11]=5)=[CH:15][N:16]=[C:17]4[CH:22]=3)[CH:24]=[N:25]2)[CH2:29][CH2:30]1. The catalyst class is: 71. (3) Reactant: [BH4-].[Na+].[F:3][C:4]([F:19])([F:18])[C:5]1[CH:10]=[CH:9][N:8]=[C:7]([CH2:11][CH:12]2[CH2:16][CH2:15][CH2:14][C:13]2=[O:17])[CH:6]=1. Product: [F:19][C:4]([F:3])([F:18])[C:5]1[CH:10]=[CH:9][N:8]=[C:7]([CH2:11][CH:12]2[CH2:16][CH2:15][CH2:14][CH:13]2[OH:17])[CH:6]=1. The catalyst class is: 8. (4) Reactant: [NH2:1][C:2]1[CH2:7][CH2:6][CH2:5][CH2:4][C:3]=1[C:8]([O:10][CH2:11][CH3:12])=[O:9].N1C=CC=CC=1.[Br:19][CH2:20][CH2:21][CH2:22][CH2:23][C:24](Cl)=[O:25].C(OCC)(=O)C. Product: [Br:19][CH2:20][CH2:21][CH2:22][CH2:23][C:24]([NH:1][C:2]1[CH2:7][CH2:6][CH2:5][CH2:4][C:3]=1[C:8]([O:10][CH2:11][CH3:12])=[O:9])=[O:25]. The catalyst class is: 7. (5) Reactant: [C:1]1([C:7]2[N:8]=[CH:9][N:10]([CH2:12][CH2:13]O)[CH:11]=2)[CH:6]=[CH:5][CH:4]=[CH:3][CH:2]=1.C1C=CC(P(C2C=CC=CC=2)C2C=CC=CC=2)=CC=1.N1C=CN=C1.[I:39]I. Product: [I:39][CH2:13][CH2:12][N:10]1[CH:11]=[C:7]([C:1]2[CH:6]=[CH:5][CH:4]=[CH:3][CH:2]=2)[N:8]=[CH:9]1. The catalyst class is: 2. (6) Reactant: C(OC(=O)[N:10]([CH2:18][CH2:19][CH2:20][C@@H:21]([NH:29][C:30]([NH:32][C:33]1[CH:38]=[CH:37][C:36]([C:39]2[CH:44]=[CH:43][CH:42]=[CH:41][CH:40]=2)=[CH:35][CH:34]=1)=[O:31])[CH2:22][C:23]1[CH:28]=[CH:27][CH:26]=[CH:25][CH:24]=1)[CH2:11][CH2:12][N:13]1[CH2:17][CH2:16][CH2:15][CH2:14]1)C1C=CC=CC=1.C(OC(=O)N(CCC[C@@H](NC(OC(C)(C)C)=O)CC1C=CC=CC=1)CCN1CCCC1)C1C=CC=CC=1.Cl. Product: [CH2:22]([C@H:21]([NH:29][C:30]([NH:32][C:33]1[CH:34]=[CH:35][C:36]([C:39]2[CH:40]=[CH:41][CH:42]=[CH:43][CH:44]=2)=[CH:37][CH:38]=1)=[O:31])[CH2:20][CH2:19][CH2:18][NH:10][CH2:11][CH2:12][N:13]1[CH2:17][CH2:16][CH2:15][CH2:14]1)[C:23]1[CH:28]=[CH:27][CH:26]=[CH:25][CH:24]=1. The catalyst class is: 135. (7) Reactant: Br[C:2]1[CH:3]=[C:4]2[C:23](=[CH:24][CH:25]=1)[C:7]1[NH:8][N:9]=[C:10]([C:11]3[C:12]([C:17]4[CH:22]=[CH:21][CH:20]=[CH:19][CH:18]=4)=[N:13][O:14][C:15]=3[CH3:16])[C:6]=1[CH2:5]2.C[Si](C)(C)N[Si](C)(C)C.C(N(C(C)C)CC)(C)C.C1(P(C2C=CC=CC=2)CCCP(C2C=CC=CC=2)C2C=CC=CC=2)C=CC=CC=1.C[N:74]1CCCN(C)[C:75]1=[O:81]. Product: [CH3:16][C:15]1[O:14][N:13]=[C:12]([C:17]2[CH:18]=[CH:19][CH:20]=[CH:21][CH:22]=2)[C:11]=1[C:10]1[NH:9][N:8]=[C:7]2[C:23]3[C:4]([CH2:5][C:6]=12)=[CH:3][C:2]([C:75]([NH2:74])=[O:81])=[CH:25][CH:24]=3. The catalyst class is: 318.